Dataset: Peptide-MHC class I binding affinity with 185,985 pairs from IEDB/IMGT. Task: Regression. Given a peptide amino acid sequence and an MHC pseudo amino acid sequence, predict their binding affinity value. This is MHC class I binding data. (1) The peptide sequence is KRMMVRHCL. The binding affinity (normalized) is 0.0847. The MHC is HLA-A01:01 with pseudo-sequence HLA-A01:01. (2) The peptide sequence is YLYNKYSFKL. The MHC is HLA-A02:01 with pseudo-sequence HLA-A02:01. The binding affinity (normalized) is 1.00. (3) The peptide sequence is SIMSMMNIT. The MHC is HLA-A02:06 with pseudo-sequence HLA-A02:06. The binding affinity (normalized) is 0.309. (4) The peptide sequence is KTFSAHNLF. The MHC is HLA-A26:01 with pseudo-sequence HLA-A26:01. The binding affinity (normalized) is 0.0847.